From a dataset of Retrosynthesis with 50K atom-mapped reactions and 10 reaction types from USPTO. Predict the reactants needed to synthesize the given product. (1) The reactants are: CC(C)(C)c1cc(C=O)cc(C(C)(C)C)c1O.Cc1cc(C)c2c(c1O)C(N)CC2. Given the product Cc1cc(C)c2c(c1O)C(NCc1cc(C(C)(C)C)c(O)c(C(C)(C)C)c1)CC2, predict the reactants needed to synthesize it. (2) Given the product Cc1cc(NC(=O)c2cnc(N3CCOCC3)c(Cl)c2)nn1Cc1cc(Cl)ccc1OCC(C)C, predict the reactants needed to synthesize it. The reactants are: C1COCCN1.Cc1cc(NC(=O)c2cnc(Cl)c(Cl)c2)nn1Cc1cc(Cl)ccc1OCC(C)C. (3) Given the product COC(=O)[C@H](Cc1ccc(O)cc1)NC(=O)[C@H](CO)NC(=O)[C@H](Cc1c[nH]c2ccccc12)NC(=O)[C@H](CCC(N)=O)NC(=O)OCc1ccccc1, predict the reactants needed to synthesize it. The reactants are: COC(=O)[C@H](Cc1ccc(O)cc1)NC(=O)[C@H](CO)NC(=O)[C@@H](N)Cc1c[nH]c2ccccc12.NC(=O)CC[C@H](NC(=O)OCc1ccccc1)C(=O)O. (4) Given the product CCCCCCc1c(C(=O)c2cccc(C(=O)O)c2)c2cc(Cl)ccc2n1C, predict the reactants needed to synthesize it. The reactants are: CCCCCCc1c(C(=O)c2cccc(C(=O)OC)c2)c2cc(Cl)ccc2n1C. (5) The reactants are: CC(C)(C)OC(=O)N1CCC(O)(CN(C(=O)CCl)C2(C)CC2)CC1. Given the product CC(C)(C)OC(=O)N1CCC2(CC1)CN(C1(C)CC1)C(=O)CO2, predict the reactants needed to synthesize it. (6) Given the product CCOC(=O)Nc1c(N)nc(-c2nn(Cc3ccccc3F)c3ncccc23)nc1N, predict the reactants needed to synthesize it. The reactants are: CCOC(=O)Cl.Nc1nc(-c2nn(Cc3ccccc3F)c3ncccc23)nc(N)c1N.